From a dataset of Forward reaction prediction with 1.9M reactions from USPTO patents (1976-2016). Predict the product of the given reaction. (1) Given the reactants CN([C:4]1[CH:9]=[CH:8][CH:7]=[CH:6]N=1)C.[CH2:10]([O:17][C:18]([NH:20][C@H:21]([C:25]([OH:27])=[O:26])[CH:22]([CH3:24])[CH3:23])=[O:19])[C:11]1[CH:16]=[CH:15][CH:14]=[CH:13][CH:12]=1.[CH:28]1(N=C=N[CH:28]2[CH2:33]CC[CH2:30][CH2:29]2)[CH2:33]CC[CH2:30][CH2:29]1, predict the reaction product. The product is: [CH2:10]([O:17][C:18]([NH:20][C@H:21]([C:25]([O:27][CH2:4][CH2:9][C:8]1[CH:33]=[CH:28][C:29]([CH3:30])=[CH:6][CH:7]=1)=[O:26])[CH:22]([CH3:24])[CH3:23])=[O:19])[C:11]1[CH:12]=[CH:13][CH:14]=[CH:15][CH:16]=1. (2) Given the reactants Cl[C:2]1[C:3]([CH2:14][CH3:15])=[C:4]([CH2:12][CH3:13])[C:5]2[N:6]([C:8]([NH2:11])=[N:9][N:10]=2)[N:7]=1.[O-:16][CH2:17][CH3:18].[Na+].O, predict the reaction product. The product is: [CH2:17]([O:16][C:2]1[C:3]([CH2:14][CH3:15])=[C:4]([CH2:12][CH3:13])[C:5]2[N:6]([C:8]([NH2:11])=[N:9][N:10]=2)[N:7]=1)[CH3:18]. (3) The product is: [CH3:9][C:8]1[CH:7]=[C:6]([CH3:10])[NH:5][C:4](=[O:11])[C:3]=1[CH2:2][NH:1][C:24]([C:14]1[CH:15]=[N:16][N:17]([C:18]2[CH:23]=[CH:22][CH:21]=[CH:20][CH:19]=2)[C:13]=1[CH3:12])=[O:25]. Given the reactants [NH2:1][CH2:2][C:3]1[C:4](=[O:11])[NH:5][C:6]([CH3:10])=[CH:7][C:8]=1[CH3:9].[CH3:12][C:13]1[N:17]([C:18]2[CH:23]=[CH:22][CH:21]=[CH:20][CH:19]=2)[N:16]=[CH:15][C:14]=1[C:24](O)=[O:25].F[P-](F)(F)(F)(F)F.N1(OC(N(C)C)=[N+](C)C)C2N=CC=CC=2N=N1.C(N(CC)CC)C, predict the reaction product. (4) The product is: [F:20][C:19]1[CH:18]=[C:17]([O:21][CH3:22])[C:16]2[NH:23][C:1](=[O:2])[N:24]([C:25]3[CH:30]=[CH:29][C:28]([I:31])=[CH:27][C:26]=3[F:32])[C:15]=2[C:14]=1[F:13]. Given the reactants [C:1](N1C=CN=C1)(N1C=CN=C1)=[O:2].[F:13][C:14]1[C:19]([F:20])=[CH:18][C:17]([O:21][CH3:22])=[C:16]([NH2:23])[C:15]=1[NH:24][C:25]1[CH:30]=[CH:29][C:28]([I:31])=[CH:27][C:26]=1[F:32].C(OCC)(=O)C, predict the reaction product. (5) Given the reactants CO[CH2:3][CH2:4]OC.CC1(C)C(C)(C)OB(C2C=CC([C:21]3[N:25]=[CH:24][S:23][N:22]=3)=CC=2)O1.[CH2:27]([O:29][C:30]([C:32]1[S:33][C:34]([CH2:40][CH3:41])=[C:35]([C:38]#[N:39])[C:36]=1I)=[O:31])[CH3:28].[F-].[Cs+], predict the reaction product. The product is: [CH2:27]([O:29][C:30]([C:32]1[S:33][C:34]([CH2:40][CH3:41])=[C:35]([C:38]#[N:39])[C:36]=1[C:4]1[CH:3]=[CH:35][C:36]([N:22]2[CH2:21][N:25]=[CH:24][S:23]2)=[CH:32][CH:30]=1)=[O:31])[CH3:28]. (6) Given the reactants [C:1]([N:3]1[CH2:8][CH2:7][CH:6]([N:9]([CH:27]2[CH2:29][CH2:28]2)[C:10]([C:12]2[CH:13]=[N:14][C:15]([C:18]3[CH:19]=[N:20][C:21]([O:24][CH2:25][CH3:26])=[CH:22][CH:23]=3)=[N:16][CH:17]=2)=[O:11])[CH2:5][CH2:4]1)#[N:2].[OH:30][NH:31][C:32](=N)[CH2:33][CH3:34], predict the reaction product. The product is: [CH:27]1([N:9]([CH:6]2[CH2:5][CH2:4][N:3]([C:1]3[O:30][N:31]=[C:32]([CH2:33][CH3:34])[N:2]=3)[CH2:8][CH2:7]2)[C:10]([C:12]2[CH:13]=[N:14][C:15]([C:18]3[CH:19]=[N:20][C:21]([O:24][CH2:25][CH3:26])=[CH:22][CH:23]=3)=[N:16][CH:17]=2)=[O:11])[CH2:28][CH2:29]1.